From a dataset of NCI-60 drug combinations with 297,098 pairs across 59 cell lines. Regression. Given two drug SMILES strings and cell line genomic features, predict the synergy score measuring deviation from expected non-interaction effect. (1) Drug 1: COC1=C(C=C2C(=C1)N=CN=C2NC3=CC(=C(C=C3)F)Cl)OCCCN4CCOCC4. Drug 2: C(=O)(N)NO. Cell line: A498. Synergy scores: CSS=25.4, Synergy_ZIP=-11.8, Synergy_Bliss=-3.86, Synergy_Loewe=-6.06, Synergy_HSA=-1.41. (2) Drug 1: CN(C)N=NC1=C(NC=N1)C(=O)N. Drug 2: C1=CN(C(=O)N=C1N)C2C(C(C(O2)CO)O)O.Cl. Cell line: NCI-H226. Synergy scores: CSS=9.63, Synergy_ZIP=-2.76, Synergy_Bliss=-2.36, Synergy_Loewe=-14.3, Synergy_HSA=-4.16. (3) Drug 1: CC1=C(C=C(C=C1)NC2=NC=CC(=N2)N(C)C3=CC4=NN(C(=C4C=C3)C)C)S(=O)(=O)N.Cl. Drug 2: CCC1=CC2CC(C3=C(CN(C2)C1)C4=CC=CC=C4N3)(C5=C(C=C6C(=C5)C78CCN9C7C(C=CC9)(C(C(C8N6C)(C(=O)OC)O)OC(=O)C)CC)OC)C(=O)OC.C(C(C(=O)O)O)(C(=O)O)O. Cell line: HCC-2998. Synergy scores: CSS=59.8, Synergy_ZIP=20.0, Synergy_Bliss=14.5, Synergy_Loewe=-38.7, Synergy_HSA=6.52. (4) Drug 1: CCC1=C2CN3C(=CC4=C(C3=O)COC(=O)C4(CC)O)C2=NC5=C1C=C(C=C5)O. Drug 2: CC(C)(C#N)C1=CC(=CC(=C1)CN2C=NC=N2)C(C)(C)C#N. Cell line: MDA-MB-435. Synergy scores: CSS=-1.32, Synergy_ZIP=2.29, Synergy_Bliss=4.38, Synergy_Loewe=1.78, Synergy_HSA=0.660.